This data is from Catalyst prediction with 721,799 reactions and 888 catalyst types from USPTO. The task is: Predict which catalyst facilitates the given reaction. (1) Reactant: CN(C)CCC1C2C(O)=CC=C(F)C=2N(C)C=1.[CH2:18]([N:20]1[C:28]2[C:23](=[C:24]([O:30][C:31]3[CH:36]=[CH:35][CH:34]=[CH:33][C:32]=3[N+:37]([O-])=O)[CH:25]=[CH:26][C:27]=2[F:29])[C:22]([CH2:40][CH2:41][N:42]([CH3:44])[CH3:43])=[CH:21]1)[CH3:19]. Product: [CH3:44][N:42]([CH3:43])[CH2:41][CH2:40][C:22]1[C:23]2[C:28](=[C:27]([F:29])[CH:26]=[CH:25][C:24]=2[O:30][C:31]2[CH:36]=[CH:35][CH:34]=[CH:33][C:32]=2[NH2:37])[N:20]([CH2:18][CH3:19])[CH:21]=1. The catalyst class is: 45. (2) The catalyst class is: 5. Reactant: [F:1][CH:2]([F:35])[C:3]1[C:19]([O:20][CH2:21][C@@H:22]([NH:27]C(=O)OC(C)(C)C)[CH2:23][CH:24]([CH3:26])[CH3:25])=[CH:18][C:6]2[N:7]([CH3:17])[C:8](=[O:16])[C:9]3[C:14]([C:5]=2[CH:4]=1)=[CH:13][CH:12]=[N:11][C:10]=3[CH3:15].Cl.O1CCOCC1. Product: [NH2:27][C@@H:22]([CH2:23][CH:24]([CH3:26])[CH3:25])[CH2:21][O:20][C:19]1[C:3]([CH:2]([F:1])[F:35])=[CH:4][C:5]2[C:14]3[C:9](=[C:10]([CH3:15])[N:11]=[CH:12][CH:13]=3)[C:8](=[O:16])[N:7]([CH3:17])[C:6]=2[CH:18]=1. (3) Reactant: [CH3:1][C:2]1[CH:7]=[C:6]([N:8]2[CH2:13][CH2:12][O:11][CH2:10][CH2:9]2)[CH:5]=[CH:4][C:3]=1[NH2:14].[CH:15](N(C(C)C)CC)(C)C.ClC(OC)=O.NC1C=CC=CC=1.[Cl:36][C:37]1[CH:38]=[CH:39][C:40]2[N:46]([CH3:47])[C:45](=[O:48])[CH:44]([N:49]=[C:50]=[S:51])[N:43]=[C:42]([C:52]3[CH:57]=[CH:56][CH:55]=[CH:54][C:53]=3[Cl:58])[C:41]=2[CH:59]=1. Product: [Cl:36][C:37]1[CH:38]=[CH:39][C:40]2[N:46]([CH3:47])[C:45](=[O:48])[CH:44]([NH:49][C:50](=[S:51])[N:14]([CH3:15])[C:3]3[CH:4]=[CH:5][C:6]([N:8]4[CH2:9][CH2:10][O:11][CH2:12][CH2:13]4)=[CH:7][C:2]=3[CH3:1])[N:43]=[C:42]([C:52]3[CH:57]=[CH:56][CH:55]=[CH:54][C:53]=3[Cl:58])[C:41]=2[CH:59]=1. The catalyst class is: 2. (4) Reactant: [Br:1][C:2]1[C:3]2[N:4]([C:18]([C:22]([OH:24])=O)=[C:19]([CH3:21])[N:20]=2)[N:5]=[C:6]([C:8]2[CH:13]=[CH:12][CH:11]=[CH:10][C:9]=2[C:14]([F:17])([F:16])[F:15])[CH:7]=1.CN(C(ON1[N:41]=[N:40][C:35]2[CH:36]=[CH:37][CH:38]=[N:39]C1=2)=[N+](C)C)C.F[P-](F)(F)(F)(F)F.N1C=CC=CC=1.NC1N=NC=CC=1. Product: [Br:1][C:2]1[C:3]2[N:4]([C:18]([C:22]([NH:39][C:38]3[N:41]=[N:40][CH:35]=[CH:36][CH:37]=3)=[O:24])=[C:19]([CH3:21])[N:20]=2)[N:5]=[C:6]([C:8]2[CH:13]=[CH:12][CH:11]=[CH:10][C:9]=2[C:14]([F:16])([F:17])[F:15])[CH:7]=1. The catalyst class is: 23.